Dataset: CYP1A2 inhibition data for predicting drug metabolism from PubChem BioAssay. Task: Regression/Classification. Given a drug SMILES string, predict its absorption, distribution, metabolism, or excretion properties. Task type varies by dataset: regression for continuous measurements (e.g., permeability, clearance, half-life) or binary classification for categorical outcomes (e.g., BBB penetration, CYP inhibition). Dataset: cyp1a2_veith. (1) The compound is c1ccc(-n2ncc3c2ncn2cnnc32)cc1. The result is 1 (inhibitor). (2) The compound is CC(=O)N1CCC2(CC1)CCN(C(=O)Nc1cccc(C#N)c1)CC2. The result is 0 (non-inhibitor). (3) The molecule is CCCNC(=O)N1CCC(C(=O)c2ccc(F)cc2)CC1. The result is 0 (non-inhibitor). (4) The molecule is C[C@@H](O)COc1ccc([As](=O)(O)O)cc1N. The result is 0 (non-inhibitor).